Dataset: Full USPTO retrosynthesis dataset with 1.9M reactions from patents (1976-2016). Task: Predict the reactants needed to synthesize the given product. (1) Given the product [CH:10]1([CH2:16][O:17][C:4]2[N:9]=[CH:8][CH:7]=[CH:6][N:5]=2)[CH2:15][CH2:14][CH2:13][CH2:12][CH2:11]1, predict the reactants needed to synthesize it. The reactants are: [H-].[Na+].Br[C:4]1[N:9]=[CH:8][CH:7]=[CH:6][N:5]=1.[CH:10]1([CH2:16][OH:17])[CH2:15][CH2:14][CH2:13][CH2:12][CH2:11]1. (2) The reactants are: [CH3:1][O:2][C:3]1[CH:8]=[C:7]([O:9][CH3:10])[CH:6]=[CH:5][C:4]=1[C:11](=[O:18])[CH2:12][C:13]([O:15][CH2:16][CH3:17])=[O:14].O[C:20]1[CH:25]=[CH:24][C:23]([NH:26][C:27](=[O:29])[CH3:28])=[CH:22][CH:21]=1. Given the product [C:27]([NH:26][C:23]1[CH:22]=[CH:21][C:20]2[O:18][C:11]([C:4]3[CH:5]=[CH:6][C:7]([O:9][CH3:10])=[CH:8][C:3]=3[O:2][CH3:1])=[C:12]([C:13]([O:15][CH2:16][CH3:17])=[O:14])[C:25]=2[CH:24]=1)(=[O:29])[CH3:28], predict the reactants needed to synthesize it. (3) The reactants are: [CH2:1]([O:8][C:9]1[CH:10]=[C:11]2[C:16](=[CH:17][C:18]=1[O:19][CH3:20])[CH:15]([CH2:21]S(C1N(C3C=CC=CC=3)N=NN=1)(=O)=O)[N:14](C(OC(C)(C)C)=O)[CH2:13][CH2:12]2)[C:2]1[CH:7]=[CH:6][CH:5]=[CH:4][CH:3]=1.[CH:43]([C:45]1[CH:46]=[CH:47][CH:48]=[C:49]2[C:53]=1[N:52]([C:54]([O:56][C:57]([CH3:60])([CH3:59])[CH3:58])=[O:55])[CH:51]=[CH:50]2)=O.C[Si]([N-][Si](C)(C)C)(C)C.[Li+]. Given the product [CH2:1]([O:8][C:9]1[CH:10]=[C:11]2[C:16](=[CH:17][C:18]=1[O:19][CH3:20])[CH:15](/[CH:21]=[CH:43]/[C:45]1[CH:46]=[CH:47][CH:48]=[C:49]3[C:53]=1[N:52]([C:54]([O:56][C:57]([CH3:60])([CH3:59])[CH3:58])=[O:55])[CH:51]=[CH:50]3)[NH:14][CH2:13][CH2:12]2)[C:2]1[CH:7]=[CH:6][CH:5]=[CH:4][CH:3]=1, predict the reactants needed to synthesize it. (4) Given the product [CH2:17]([N:24]1[CH2:28][CH2:27][C@@H:26]([C@@H:29]([NH:31][CH2:14][CH2:15][F:16])[CH3:30])[CH2:25]1)[C:18]1[CH:23]=[CH:22][CH:21]=[CH:20][CH:19]=1, predict the reactants needed to synthesize it. The reactants are: [I-].[K+].CC1C=CC(S(O[CH2:14][CH2:15][F:16])(=O)=O)=CC=1.[CH2:17]([N:24]1[CH2:28][CH2:27][C@@H:26]([C@@H:29]([NH2:31])[CH3:30])[CH2:25]1)[C:18]1[CH:23]=[CH:22][CH:21]=[CH:20][CH:19]=1. (5) Given the product [CH2:1]([C:4]1[CH:9]=[CH:8][C:7]([NH2:10])=[CH:6][C:5]=1[C:13]([F:14])([F:15])[F:16])[CH2:2][CH3:3], predict the reactants needed to synthesize it. The reactants are: [CH2:1]([C:4]1[CH:9]=[CH:8][C:7]([N+:10]([O-])=O)=[CH:6][C:5]=1[C:13]([F:16])([F:15])[F:14])[CH:2]=[CH2:3]. (6) Given the product [CH3:14][NH:13][C:6]1[C:5]2[C:10](=[CH:11][C:2]([C:25]3[CH:26]=[CH:27][CH:28]=[CH:29][C:24]=3[CH3:33])=[CH:3][CH:4]=2)[N:9]=[C:8]([NH2:12])[N:7]=1, predict the reactants needed to synthesize it. The reactants are: Br[C:2]1[CH:11]=[C:10]2[C:5]([C:6]([NH:13][CH3:14])=[N:7][C:8]([NH2:12])=[N:9]2)=[CH:4][CH:3]=1.C(O)C.C(=O)([O-])[O-].[Na+].[Na+].[C:24]1([CH3:33])[CH:29]=[CH:28][CH:27]=[CH:26][C:25]=1B(O)O. (7) Given the product [F:34][C:2]([F:1])([F:33])[C:3]1[CH:28]=[C:27]([C:29]([F:30])([F:32])[F:31])[CH:26]=[CH:25][C:4]=1[CH2:5][N:6]1[C:14]2[C:9](=[CH:10][C:11]([CH:15]=[C:16]3[S:20][C:19]([N:40]4[CH2:41][CH2:42][O:43][CH:38]([CH2:37][N:36]([CH3:44])[CH3:35])[CH2:39]4)=[N:18][C:17]3=[O:24])=[CH:12][CH:13]=2)[CH:8]=[N:7]1, predict the reactants needed to synthesize it. The reactants are: [F:1][C:2]([F:34])([F:33])[C:3]1[CH:28]=[C:27]([C:29]([F:32])([F:31])[F:30])[CH:26]=[CH:25][C:4]=1[CH2:5][N:6]1[C:14]2[C:9](=[CH:10][C:11]([CH:15]=[C:16]3[S:20][C:19](SCC)=[N:18][C:17]3=[O:24])=[CH:12][CH:13]=2)[CH:8]=[N:7]1.[CH3:35][N:36]([CH3:44])[CH2:37][CH:38]1[O:43][CH2:42][CH2:41][NH:40][CH2:39]1.